Dataset: Forward reaction prediction with 1.9M reactions from USPTO patents (1976-2016). Task: Predict the product of the given reaction. Given the reactants [Cl:1][C:2]1[CH:10]=[CH:9][C:5]([C:6](Cl)=[O:7])=[CH:4][CH:3]=1.[CH3:11][NH2:12], predict the reaction product. The product is: [Cl:1][C:2]1[CH:10]=[CH:9][C:5]([C:6]([NH:12][CH3:11])=[O:7])=[CH:4][CH:3]=1.